This data is from Forward reaction prediction with 1.9M reactions from USPTO patents (1976-2016). The task is: Predict the product of the given reaction. (1) Given the reactants Br[CH2:2][C:3]([C:5]1[CH:6]=[C:7]2[C:11](=[CH:12][CH:13]=1)[N:10]([CH3:14])[C:9]1[N:15]([CH3:28])[C:16](=[O:27])[C:17]([C:19]3[CH:24]=[CH:23][C:22]([Cl:25])=[CH:21][C:20]=3[Cl:26])=[CH:18][C:8]2=1)=O.[CH:29]1[CH:34]=[CH:33][C:32]([CH2:35][O:36][C:37]([NH:39][CH2:40][C:41]([NH2:43])=[S:42])=[O:38])=[CH:31][CH:30]=1, predict the reaction product. The product is: [CH2:35]([O:36][C:37](=[O:38])[NH:39][CH2:40][C:41]1[S:42][CH:2]=[C:3]([C:5]2[CH:6]=[C:7]3[C:11](=[CH:12][CH:13]=2)[N:10]([CH3:14])[C:9]2[N:15]([CH3:28])[C:16](=[O:27])[C:17]([C:19]4[CH:24]=[CH:23][C:22]([Cl:25])=[CH:21][C:20]=4[Cl:26])=[CH:18][C:8]3=2)[N:43]=1)[C:32]1[CH:31]=[CH:30][CH:29]=[CH:34][CH:33]=1. (2) Given the reactants [OH:1][C:2]1([CH2:15][CH:16]=O)[CH2:14][CH2:13][C:5]2([O:10][CH2:9][C:8]([CH3:12])([CH3:11])[CH2:7][O:6]2)[CH2:4][CH2:3]1.[CH3:18][C:19]1[CH:24]=[CH:23][C:22]([CH3:25])=[CH:21][C:20]=1[C@@H:26]([NH2:28])[CH3:27], predict the reaction product. The product is: [CH3:18][C:19]1[CH:24]=[CH:23][C:22]([CH3:25])=[CH:21][C:20]=1[C@@H:26]([NH:28][CH2:16][CH2:15][C:2]1([OH:1])[CH2:3][CH2:4][C:5]2([O:6][CH2:7][C:8]([CH3:12])([CH3:11])[CH2:9][O:10]2)[CH2:13][CH2:14]1)[CH3:27]. (3) Given the reactants C(N(CC)C(C)C)(C)C.[F:10][C:11]1[CH:19]=[C:18]([C:20]2[CH:21]=[N:22][C:23]3[N:24]([C:26]([CH2:29][C:30]4[CH:31]=[C:32]5[C:37](=[CH:38][CH:39]=4)[N:36]=[CH:35][CH:34]=[CH:33]5)=[CH:27][N:28]=3)[N:25]=2)[CH:17]=[CH:16][C:12]=1[C:13](O)=[O:14].Cl.[NH2:41][C@@H:42]([C:50]([CH3:53])([CH3:52])[CH3:51])[C:43]([O:45][C:46]([CH3:49])([CH3:48])[CH3:47])=[O:44].F[P-](F)(F)(F)(F)F.N1(O[P+](N(C)C)(N(C)C)N(C)C)C2C=CC=CC=2N=N1, predict the reaction product. The product is: [F:10][C:11]1[CH:19]=[C:18]([C:20]2[CH:21]=[N:22][C:23]3[N:24]([C:26]([CH2:29][C:30]4[CH:31]=[C:32]5[C:37](=[CH:38][CH:39]=4)[N:36]=[CH:35][CH:34]=[CH:33]5)=[CH:27][N:28]=3)[N:25]=2)[CH:17]=[CH:16][C:12]=1[C:13]([NH:41][C@@H:42]([C:50]([CH3:53])([CH3:52])[CH3:51])[C:43]([O:45][C:46]([CH3:48])([CH3:47])[CH3:49])=[O:44])=[O:14]. (4) Given the reactants [CH2:1]([O:3][C:4](=[O:35])[C:5]([CH3:34])([O:7][C:8]1[CH:13]=[CH:12][C:11]([O:14][C@H:15]([C:17]2[S:21][C:20]([C:22]3[CH:27]=[CH:26][C:25]([C:28]([F:31])([F:30])[F:29])=[CH:24][CH:23]=3)=[N:19][C:18]=2[CH3:32])[CH3:16])=[CH:10][C:9]=1[CH3:33])[CH3:6])[CH3:2].C(OC(=O)C(C)(OC1C=CC(O[C@@H](C2SC(C3C=CC(C(F)(F)[F:64])=CC=3)=NC=2C)C)=CC=1C)C)C, predict the reaction product. The product is: [CH2:1]([O:3][C:4](=[O:35])[C:5]([CH3:6])([O:7][C:8]1[CH:13]=[CH:12][C:11]([O:14][CH:15]([C:17]2[S:21][C:20]([C:22]3[CH:23]=[CH:24][C:25]([C:28]([F:29])([F:31])[F:30])=[C:26]([F:64])[CH:27]=3)=[N:19][C:18]=2[CH3:32])[CH3:16])=[CH:10][C:9]=1[CH3:33])[CH3:34])[CH3:2]. (5) Given the reactants [Mg].[CH3:2]I.[Cl:4][C:5]1[CH:18]=[CH:17][C:8]([O:9][CH2:10][CH2:11][CH2:12][CH2:13][CH2:14][C:15]#[N:16])=[CH:7][CH:6]=1.[BH4-].[Na+], predict the reaction product. The product is: [Cl:4][C:5]1[CH:18]=[CH:17][C:8]([O:9][CH2:10][CH2:11][CH2:12][CH2:13][CH2:14][CH:15]([NH2:16])[CH3:2])=[CH:7][CH:6]=1.